This data is from Peptide-MHC class I binding affinity with 185,985 pairs from IEDB/IMGT. The task is: Regression. Given a peptide amino acid sequence and an MHC pseudo amino acid sequence, predict their binding affinity value. This is MHC class I binding data. (1) The binding affinity (normalized) is 0.744. The peptide sequence is WQFGPSTYY. The MHC is HLA-B15:01 with pseudo-sequence HLA-B15:01. (2) The peptide sequence is TVMSSIYGK. The MHC is BoLA-T2a with pseudo-sequence BoLA-T2a. The binding affinity (normalized) is 0.478. (3) The peptide sequence is RILHNFAYSL. The MHC is HLA-A03:01 with pseudo-sequence HLA-A03:01. The binding affinity (normalized) is 0.127. (4) The peptide sequence is DHQAAFQYI. The MHC is Mamu-A2601 with pseudo-sequence Mamu-A2601. The binding affinity (normalized) is 0.110. (5) The peptide sequence is YITDYSNDI. The MHC is HLA-A02:12 with pseudo-sequence HLA-A02:12. The binding affinity (normalized) is 0.797. (6) The peptide sequence is TRTSPNIPK. The MHC is HLA-B15:09 with pseudo-sequence HLA-B15:09. The binding affinity (normalized) is 0.0847.